This data is from HIV replication inhibition screening data with 41,000+ compounds from the AIDS Antiviral Screen. The task is: Binary Classification. Given a drug SMILES string, predict its activity (active/inactive) in a high-throughput screening assay against a specified biological target. (1) The molecule is O=c1c2c3ccccc3[nH]c2c2cccc3c2n1CCC3. The result is 0 (inactive). (2) The molecule is O=C(OCc1ccccc1)N1CC(O)C2OC3OC4(CCCCC4)OC3C21. The result is 0 (inactive). (3) The molecule is CC(CO)NNC(C)CO. The result is 0 (inactive). (4) The molecule is CC1(Cl)CC(C)(Br)C(C=CCl)CC1Br. The result is 0 (inactive). (5) The molecule is O=Cc1cn(CCCCCCCCn2cc(C=O)c3ccccc32)c2ccccc12. The result is 0 (inactive). (6) The molecule is CCOC(=O)c1c2c(nc3c1CCCC3=Cc1ccccc1)C(=Cc1ccccc1)CCC2. The result is 0 (inactive). (7) The drug is O=C(Nc1cc(Cl)ccc1Cl)C(=O)C(c1cnc2ccccc2n1)[N+](=O)[O-]. The result is 0 (inactive). (8) The compound is CCOC(=O)c1ccc(C(=O)OCC)n1-c1cc2cc(c1)CSCc1cc(cc(-n3c(C(=O)OCC)ccc3C(=O)OCC)c1)CSC2. The result is 0 (inactive). (9) The compound is O=C1CCCC2C3CC(CN12)C1CC(O)CCN1C3. The result is 0 (inactive).